This data is from Retrosynthesis with 50K atom-mapped reactions and 10 reaction types from USPTO. The task is: Predict the reactants needed to synthesize the given product. (1) Given the product O=CC1=CN2CCC1CC2, predict the reactants needed to synthesize it. The reactants are: OCC1=CN2CCC1CC2. (2) Given the product COC(=O)C[C@@H]1COc2cc(O[C@@H]3CCc4c3ccc(C(F)(F)F)c4CO)ccc21, predict the reactants needed to synthesize it. The reactants are: COC(=O)C[C@@H]1COc2cc(O[C@@H]3CCc4c3ccc(C(F)(F)F)c4C=O)ccc21.